From a dataset of Full USPTO retrosynthesis dataset with 1.9M reactions from patents (1976-2016). Predict the reactants needed to synthesize the given product. (1) Given the product [CH:18]([O:17][CH:11]([CH2:10][C:6]1[CH:7]=[CH:8][CH:9]=[C:4]([CH2:3][CH2:2][O:1][C:30]([NH:29][C:26]2[CH:27]=[CH:28][C:23]([O:22][CH3:21])=[CH:24][CH:25]=2)=[O:31])[CH:5]=1)[C:12]([OH:14])=[O:13])([CH3:19])[CH3:20], predict the reactants needed to synthesize it. The reactants are: [OH:1][CH2:2][CH2:3][C:4]1[CH:5]=[C:6]([CH2:10][CH:11]([O:17][CH:18]([CH3:20])[CH3:19])[C:12]([O:14]CC)=[O:13])[CH:7]=[CH:8][CH:9]=1.[CH3:21][O:22][C:23]1[CH:28]=[CH:27][C:26]([N:29]=[C:30]=[O:31])=[CH:25][CH:24]=1. (2) The reactants are: [Cl:1][C:2]1[C:3]2[N:4]([C:16]([CH3:19])=[CH:17][CH:18]=2)[C:5]([C:8]([N:10]2[CH2:15][CH2:14][O:13][CH2:12][CH2:11]2)=[O:9])=[CH:6][N:7]=1.[NH2:20][C:21]1[C:22]([CH3:31])=[C:23]([C:27]([F:30])([F:29])[F:28])[CH:24]=[CH:25][CH:26]=1. Given the product [ClH:1].[CH3:19][C:16]1[N:4]2[C:5]([C:8]([N:10]3[CH2:15][CH2:14][O:13][CH2:12][CH2:11]3)=[O:9])=[CH:6][N:7]=[C:2]([NH:20][C:21]3[CH:26]=[CH:25][CH:24]=[C:23]([C:27]([F:28])([F:29])[F:30])[C:22]=3[CH3:31])[C:3]2=[CH:18][CH:17]=1, predict the reactants needed to synthesize it.